Task: Predict the product of the given reaction.. Dataset: Forward reaction prediction with 1.9M reactions from USPTO patents (1976-2016) (1) Given the reactants [Br:1][C:2]1[CH:3]=[C:4]2[C:9](=[CH:10][CH:11]=1)[C:8](=[O:12])[NH:7][C:6](=[O:13])[CH2:5]2.[Br:14][C:15]1[CH:16]=[C:17]([CH:20]=[C:21]([Br:24])[C:22]=1[OH:23])[CH:18]=O.N1CCCCC1, predict the reaction product. The product is: [Br:1][C:2]1[CH:3]=[C:4]2[C:9](=[CH:10][CH:11]=1)[C:8](=[O:12])[NH:7][C:6](=[O:13])/[C:5]/2=[CH:18]\[C:17]1[CH:16]=[C:15]([Br:14])[C:22]([OH:23])=[C:21]([Br:24])[CH:20]=1. (2) The product is: [Cl:14][C:15]1[CH:16]=[CH:17][C:18]([C:21]2[CH:22]=[CH:23][C:24]([C:27]#[C:28][C:2]3[CH:7]=[CH:6][C:5]([N:8]4[CH2:12][CH2:11][CH:10]([OH:13])[CH2:9]4)=[CH:4][CH:3]=3)=[N:25][CH:26]=2)=[CH:19][CH:20]=1. Given the reactants I[C:2]1[CH:7]=[CH:6][C:5]([N:8]2[CH2:12][CH2:11][CH:10]([OH:13])[CH2:9]2)=[CH:4][CH:3]=1.[Cl:14][C:15]1[CH:20]=[CH:19][C:18]([C:21]2[CH:22]=[CH:23][C:24]([C:27]#[CH:28])=[N:25][CH:26]=2)=[CH:17][CH:16]=1.C(Cl)Cl.CO.N, predict the reaction product.